Dataset: Full USPTO retrosynthesis dataset with 1.9M reactions from patents (1976-2016). Task: Predict the reactants needed to synthesize the given product. (1) Given the product [Cl:1][C:2]1[CH:19]=[CH:18][C:5]2[N:6]([CH2:11][CH2:12][CH2:13][S:14]([CH3:17])(=[O:16])=[O:15])[C:7]([CH2:9][N:28]3[C:29]4[C:34](=[CH:33][CH:32]=[CH:31][CH:30]=4)[C:26]([S:23]([CH:20]([CH3:22])[CH3:21])(=[O:24])=[O:25])=[CH:27]3)=[N:8][C:4]=2[CH:3]=1, predict the reactants needed to synthesize it. The reactants are: [Cl:1][C:2]1[CH:19]=[CH:18][C:5]2[N:6]([CH2:11][CH2:12][CH2:13][S:14]([CH3:17])(=[O:16])=[O:15])[C:7]([CH2:9]Cl)=[N:8][C:4]=2[CH:3]=1.[CH:20]([S:23]([C:26]1[C:34]2[C:29](=[CH:30][CH:31]=[CH:32][CH:33]=2)[NH:28][CH:27]=1)(=[O:25])=[O:24])([CH3:22])[CH3:21]. (2) Given the product [Br:28][C:16]1[CH:15]=[C:14]2[C:13]3([N:12]=[C:32]([NH2:33])[CH:31]([CH:34]4[CH2:39][CH2:38][CH2:37][CH2:36][CH2:35]4)[O:30][CH2:29]3)[C:26]3[CH:25]=[C:24]([Cl:27])[N:23]=[CH:22][C:21]=3[O:20][C:19]2=[CH:18][CH:17]=1, predict the reactants needed to synthesize it. The reactants are: C[Al](C)C.C1(C)C=CC=CC=1.[NH2:12][C:13]1([CH2:29][O:30][CH:31]([CH:34]2[CH2:39][CH2:38][CH2:37][CH2:36][CH2:35]2)[C:32]#[N:33])[C:26]2[CH:25]=[C:24]([Cl:27])[N:23]=[CH:22][C:21]=2[O:20][C:19]2[C:14]1=[CH:15][C:16]([Br:28])=[CH:17][CH:18]=2.Cl. (3) The reactants are: [F:1][C:2]1([F:13])[CH2:6][CH2:5][CH:4]([C:7]2OC(=O)[S:9][N:8]=2)[CH2:3]1.ClC1C=CC=C(Cl)C=1.[F:22][C:23]([F:32])([F:31])[C:24]#[C:25][C:26]([O:28][CH2:29][CH3:30])=[O:27]. Given the product [F:1][C:2]1([F:13])[CH2:6][CH2:5][CH:4]([C:7]2[C:25]([C:26]([O:28][CH2:29][CH3:30])=[O:27])=[C:24]([C:23]([F:31])([F:32])[F:22])[S:9][N:8]=2)[CH2:3]1, predict the reactants needed to synthesize it.